Dataset: Forward reaction prediction with 1.9M reactions from USPTO patents (1976-2016). Task: Predict the product of the given reaction. (1) Given the reactants [CH3:1][O:2][C:3]1[CH:8]=[C:7]([C:9]([C:12]2[CH:17]=[CH:16][CH:15]=[C:14]([O:18][C:19]([F:22])([F:21])[F:20])[CH:13]=2)([CH3:11])[CH3:10])[CH:6]=[C:5]([N+:23]([O-])=O)[CH:4]=1, predict the reaction product. The product is: [CH3:1][O:2][C:3]1[CH:4]=[C:5]([CH:6]=[C:7]([C:9]([C:12]2[CH:17]=[CH:16][CH:15]=[C:14]([O:18][C:19]([F:20])([F:21])[F:22])[CH:13]=2)([CH3:11])[CH3:10])[CH:8]=1)[NH2:23]. (2) Given the reactants C(OC(N1C[C@@H](C)N2[C@H](CC3C2=NC(C(F)F)=C(CO)C=3)C1)=O)(C)(C)C.[C:27]([O:31][C:32]([N:34]1[CH2:46][C@@H:45]([CH3:47])[N:44]2[C@H:36]([CH2:37][C:38]3[C:43]2=[N:42][C:41]([C@@H:48]([O:50][CH3:51])[CH3:49])=[C:40]([CH:52]=[O:53])[CH:39]=3)[CH2:35]1)=[O:33])([CH3:30])([CH3:29])[CH3:28].[BH4-].[Na+], predict the reaction product. The product is: [C:27]([O:31][C:32]([N:34]1[CH2:46][C@@H:45]([CH3:47])[N:44]2[C@H:36]([CH2:37][C:38]3[C:43]2=[N:42][C:41]([C@@H:48]([O:50][CH3:51])[CH3:49])=[C:40]([CH2:52][OH:53])[CH:39]=3)[CH2:35]1)=[O:33])([CH3:30])([CH3:29])[CH3:28]. (3) The product is: [CH3:21][C:20]([CH3:23])([CH3:22])[CH2:19][C:17]1[N:18]=[C:14]([CH2:13][C:8]([C:5]2[CH:6]=[CH:7][C:2]([N:45]3[N:46]=[CH:47][CH:48]=[N:44]3)=[CH:3][CH:4]=2)([OH:43])[C:9]([F:12])([F:11])[F:10])[N:15]([C:24]([C:37]2[CH:42]=[CH:41][CH:40]=[CH:39][CH:38]=2)([C:31]2[CH:36]=[CH:35][CH:34]=[CH:33][CH:32]=2)[C:25]2[CH:30]=[CH:29][CH:28]=[CH:27][CH:26]=2)[CH:16]=1. Given the reactants Br[C:2]1[CH:7]=[CH:6][C:5]([C:8]([OH:43])([CH2:13][C:14]2[N:15]([C:24]([C:37]3[CH:42]=[CH:41][CH:40]=[CH:39][CH:38]=3)([C:31]3[CH:36]=[CH:35][CH:34]=[CH:33][CH:32]=3)[C:25]3[CH:30]=[CH:29][CH:28]=[CH:27][CH:26]=3)[CH:16]=[C:17]([CH2:19][C:20]([CH3:23])([CH3:22])[CH3:21])[N:18]=2)[C:9]([F:12])([F:11])[F:10])=[CH:4][CH:3]=1.[NH:44]1[CH:48]=[CH:47][N:46]=[N:45]1.C(=O)([O-])[O-].[K+].[K+], predict the reaction product. (4) Given the reactants [NH2:1][C:2]1[C:11](I)=[C:10]([C:13]2[N:17]([CH3:18])[N:16]=[N:15][C:14]=2[CH3:19])[C:9]([Cl:20])=[C:8]2[C:3]=1[CH2:4][CH2:5][NH:6][C:7]2=[O:21], predict the reaction product. The product is: [NH2:1][C:2]1[CH:11]=[C:10]([C:13]2[N:17]([CH3:18])[N:16]=[N:15][C:14]=2[CH3:19])[C:9]([Cl:20])=[C:8]2[C:3]=1[CH2:4][CH2:5][NH:6][C:7]2=[O:21].